Dataset: Peptide-MHC class I binding affinity with 185,985 pairs from IEDB/IMGT. Task: Regression. Given a peptide amino acid sequence and an MHC pseudo amino acid sequence, predict their binding affinity value. This is MHC class I binding data. (1) The peptide sequence is AARHKHQVM. The MHC is HLA-B46:01 with pseudo-sequence HLA-B46:01. The binding affinity (normalized) is 0.0847. (2) The peptide sequence is DLIAMENLK. The MHC is HLA-A03:01 with pseudo-sequence HLA-A03:01. The binding affinity (normalized) is 0.0371. (3) The peptide sequence is YAMCLNTFVL. The MHC is HLA-A02:17 with pseudo-sequence HLA-A02:17. The binding affinity (normalized) is 0.565.